Task: Regression. Given a peptide amino acid sequence and an MHC pseudo amino acid sequence, predict their binding affinity value. This is MHC class I binding data.. Dataset: Peptide-MHC class I binding affinity with 185,985 pairs from IEDB/IMGT The peptide sequence is ISPRTLNAW. The MHC is HLA-A68:01 with pseudo-sequence HLA-A68:01. The binding affinity (normalized) is 0.